From a dataset of Catalyst prediction with 721,799 reactions and 888 catalyst types from USPTO. Predict which catalyst facilitates the given reaction. (1) Reactant: C(NC(C)C)(C)C.C([Li])CCC.[Br:13][C:14]1[CH:15]=[C:16]([C:19]2[NH:20][C:21]3[CH:27]=[C:26]([Cl:28])[C:25]([Cl:29])=[CH:24][C:22]=3[N:23]=2)[S:17][CH:18]=1.CN(C)[CH:32]=[O:33].Cl. Product: [Br:13][C:14]1[CH:15]=[C:16]([C:19]2[NH:23][C:22]3[CH:24]=[C:25]([Cl:29])[C:26]([Cl:28])=[CH:27][C:21]=3[N:20]=2)[S:17][C:18]=1[CH:32]=[O:33]. The catalyst class is: 30. (2) Reactant: [C:1]1([CH2:13]O)[C:10]2[C:5](=[CH:6][CH:7]=[CH:8][C:9]=2[CH2:11]O)[CH:4]=[CH:3][CH:2]=1.C(Cl)Cl.P(Br)(Br)[Br:19].[BrH:22]. Product: [Br:22][CH2:13][C:1]1[C:10]2[C:5](=[CH:6][CH:7]=[CH:8][C:9]=2[CH2:11][Br:19])[CH:4]=[CH:3][CH:2]=1. The catalyst class is: 6.